Dataset: Reaction yield outcomes from USPTO patents with 853,638 reactions. Task: Predict the reaction yield, written as a fraction of the theoretical maximum amount of product (1.0 means a 100% yield; for example, 0.34 means a 34% yield). (1) The reactants are C([O:3][C:4]([C:6]1[C:10]([C:11]2[CH:16]=[CH:15][CH:14]=[CH:13][CH:12]=2)=[C:9]([CH:17]=[O:18])[NH:8][C:7]=1[CH3:19])=[O:5])C.CO.[OH-].[K+]. The yield is 0.520. The product is [CH:17]([C:9]1[NH:8][C:7]([CH3:19])=[C:6]([C:4]([OH:5])=[O:3])[C:10]=1[C:11]1[CH:16]=[CH:15][CH:14]=[CH:13][CH:12]=1)=[O:18]. The catalyst is O. (2) The reactants are [NH2:1][C:2]1[CH:7]=[CH:6][CH:5]=[CH:4][CH:3]=1.[H-].[Na+].[Cl:10][C:11]1[C:16]([CH:17]=[O:18])=[C:15](Cl)[N:14]=[C:13]([S:20][CH3:21])[N:12]=1.O. The catalyst is CS(C)=O.CCOC(C)=O. The product is [Cl:10][C:11]1[C:16]([CH:17]=[O:18])=[C:15]([NH:1][C:2]2[CH:7]=[CH:6][CH:5]=[CH:4][CH:3]=2)[N:14]=[C:13]([S:20][CH3:21])[N:12]=1. The yield is 0.760. (3) The reactants are FC(F)(F)C(O)=O.[Cl:8][C:9]1[CH:14]=[CH:13][C:12]([CH2:15][NH:16][C:17]([C:19]2[NH:20][C:21]3[C:26]([CH:27]=2)=[CH:25][CH:24]=[CH:23][C:22]=3[NH:28]C(=O)OC(C)(C)C)=[O:18])=[C:11]([F:36])[C:10]=1[O:37][C:38]1[CH:43]=[C:42]([C:44]#[N:45])[CH:41]=[C:40]([Cl:46])[CH:39]=1. The catalyst is ClCCl. The product is [NH2:28][C:22]1[CH:23]=[CH:24][CH:25]=[C:26]2[C:21]=1[NH:20][C:19]([C:17]([NH:16][CH2:15][C:12]1[CH:13]=[CH:14][C:9]([Cl:8])=[C:10]([O:37][C:38]3[CH:43]=[C:42]([C:44]#[N:45])[CH:41]=[C:40]([Cl:46])[CH:39]=3)[C:11]=1[F:36])=[O:18])=[CH:27]2. The yield is 0.450. (4) The reactants are [N+:1]([C:4]1[CH:9]=[CH:8][C:7]([C:10]([CH3:17])([CH3:16])[C:11]([O:13][CH2:14][CH3:15])=[O:12])=[CH:6][CH:5]=1)([O-])=O.C([O-])=O.[K+]. The catalyst is CCO.O.[Pd]. The product is [NH2:1][C:4]1[CH:5]=[CH:6][C:7]([C:10]([CH3:16])([CH3:17])[C:11]([O:13][CH2:14][CH3:15])=[O:12])=[CH:8][CH:9]=1. The yield is 0.850. (5) The reactants are [NH2:1][C:2]1[CH:22]=[CH:21][C:5]([O:6][C:7]2[N:12]=[CH:11][N:10]=[C:9]([NH:13][C:14](=[O:20])[O:15][C:16]([CH3:19])([CH3:18])[CH3:17])[CH:8]=2)=[C:4]([F:23])[CH:3]=1.[F:24][C:25]1[CH:30]=[CH:29][C:28]([NH:31][C:32](=[O:37])[CH2:33][C:34](O)=[O:35])=[CH:27][CH:26]=1.CN(C(ON1N=NC2C=CC=CC1=2)=[N+](C)C)C.[B-](F)(F)(F)F.CCN(C(C)C)C(C)C. The catalyst is C(Cl)Cl.CO. The product is [F:23][C:4]1[CH:3]=[C:2]([NH:1][C:34](=[O:35])[CH2:33][C:32]([NH:31][C:28]2[CH:29]=[CH:30][C:25]([F:24])=[CH:26][CH:27]=2)=[O:37])[CH:22]=[CH:21][C:5]=1[O:6][C:7]1[N:12]=[CH:11][N:10]=[C:9]([NH:13][C:14](=[O:20])[O:15][C:16]([CH3:19])([CH3:18])[CH3:17])[CH:8]=1. The yield is 0.800.